From a dataset of Acute oral toxicity (LD50) regression data from Zhu et al.. Regression/Classification. Given a drug SMILES string, predict its toxicity properties. Task type varies by dataset: regression for continuous values (e.g., LD50, hERG inhibition percentage) or binary classification for toxic/non-toxic outcomes (e.g., AMES mutagenicity, cardiotoxicity, hepatotoxicity). Dataset: ld50_zhu. (1) The drug is CC(O[N+](=O)[O-])c1ccc([N+](=O)[O-])cc1. The rat oral LD50 is 2.00, given as -log10 of the dose in mol/kg body weight (higher means more acutely toxic). (2) The compound is Cc1nc(N)cc(SCc2ccc[n+]([O-])c2)n1. The rat oral LD50 is 2.05, given as -log10 of the dose in mol/kg body weight (higher means more acutely toxic). (3) The molecule is CCCn1c(=O)c2[nH]c(C)nc2n(CC(C)C)c1=O. The rat oral LD50 is 4.14, given as -log10 of the dose in mol/kg body weight (higher means more acutely toxic). (4) The rat oral LD50 is 2.89, given as -log10 of the dose in mol/kg body weight (higher means more acutely toxic). The compound is CCCCCC(CC)c1cc([N+](=O)[O-])c(OC(=O)OC)c([N+](=O)[O-])c1. (5) The molecule is ClC1=C(Cl)C2(Cl)C3C4CC(C5OC45)C3C1(Cl)C2(Cl)Cl. The rat oral LD50 is 5.10, given as -log10 of the dose in mol/kg body weight (higher means more acutely toxic). (6) The compound is O=C(c1cccnc1)N1CCN=C1Nc1c(Cl)cccc1Cl. The rat oral LD50 is 3.62, given as -log10 of the dose in mol/kg body weight (higher means more acutely toxic). (7) The drug is C=CC(=O)OCCCCCCOC(=O)C=C. The rat oral LD50 is 1.66, given as -log10 of the dose in mol/kg body weight (higher means more acutely toxic). (8) The drug is CCCCCCCCOC(=O)c1ccccc1C(=O)OCCCCCCCC. The rat oral LD50 is 0.920, given as -log10 of the dose in mol/kg body weight (higher means more acutely toxic). (9) The drug is COc1cc2c3c(c4ccc(OC)c(OC)c4c2cc1OC)CN1CCCC1C3. The rat oral LD50 is 3.78, given as -log10 of the dose in mol/kg body weight (higher means more acutely toxic). (10) The drug is COCCC(C)OC. The rat oral LD50 is 1.50, given as -log10 of the dose in mol/kg body weight (higher means more acutely toxic).